This data is from CYP2C9 inhibition data for predicting drug metabolism from PubChem BioAssay. The task is: Regression/Classification. Given a drug SMILES string, predict its absorption, distribution, metabolism, or excretion properties. Task type varies by dataset: regression for continuous measurements (e.g., permeability, clearance, half-life) or binary classification for categorical outcomes (e.g., BBB penetration, CYP inhibition). Dataset: cyp2c9_veith. The molecule is COCC(=O)N1CCC2(CC1)CN(C(=O)Nc1ccccc1)C2. The result is 1 (inhibitor).